This data is from Forward reaction prediction with 1.9M reactions from USPTO patents (1976-2016). The task is: Predict the product of the given reaction. (1) Given the reactants [CH3:1][O-].[Na+].[OH:4][C:5]1[C:6]([C:16]([OH:18])=[O:17])=[CH:7][C:8]2[C:13]([CH:14]=1)=[CH:12][CH:11]=[C:10]([OH:15])[CH:9]=2.[CH2:19](I)[CH2:20][CH3:21].Cl.[CH3:24][C:25](N(C)C)=O, predict the reaction product. The product is: [CH2:19]([O:17][C:16]([C:6]1[C:5]([OH:4])=[CH:14][C:13]2[C:8](=[CH:9][C:10]([O:15][CH2:1][CH2:25][CH3:24])=[CH:11][CH:12]=2)[CH:7]=1)=[O:18])[CH2:20][CH3:21]. (2) Given the reactants [C:1]([CH:3]1[CH2:7][CH2:6][N:5]([C:8]([O:10][C:11]([CH3:14])([CH3:13])[CH3:12])=[O:9])[CH2:4]1)#[N:2].[Li+].[CH3:16][Si]([N-][Si](C)(C)C)(C)C.IC, predict the reaction product. The product is: [C:1]([C:3]1([CH3:16])[CH2:7][CH2:6][N:5]([C:8]([O:10][C:11]([CH3:14])([CH3:13])[CH3:12])=[O:9])[CH2:4]1)#[N:2]. (3) Given the reactants [Cl:1][C:2]1[C:3](=[O:32])[N:4]([C:21]2[CH:26]=[C:25]([C:27](=O)[C:28]#[CH:29])[CH:24]=[CH:23][C:22]=2[CH3:31])[C:5]([CH3:20])=[N:6][C:7]=1[O:8][CH2:9][C:10]1[CH:15]=[CH:14][CH:13]=[C:12]([C:16]([F:19])([F:18])[F:17])[N:11]=1.Cl.[OH:34][C:35]([CH3:40])([CH3:39])[C:36]([NH2:38])=[NH:37].C(=O)([O-])[O-].[K+].[K+], predict the reaction product. The product is: [Cl:1][C:2]1[C:3](=[O:32])[N:4]([C:21]2[CH:26]=[C:25]([C:27]3[CH:28]=[CH:29][N:38]=[C:36]([C:35]([OH:34])([CH3:40])[CH3:39])[N:37]=3)[CH:24]=[CH:23][C:22]=2[CH3:31])[C:5]([CH3:20])=[N:6][C:7]=1[O:8][CH2:9][C:10]1[CH:15]=[CH:14][CH:13]=[C:12]([C:16]([F:19])([F:18])[F:17])[N:11]=1. (4) Given the reactants [Cu][C:2]#[N:3].[CH3:4][C:5]1[N:10]=[C:9]([NH:11][S:12]([C:15]2[S:19][C:18]3[CH:20]=[CH:21][C:22](Br)=[CH:23][C:17]=3[C:16]=2[CH3:25])(=[O:14])=[O:13])[CH:8]=[CH:7][CH:6]=1.O.C(OCC)C, predict the reaction product. The product is: [CH3:4][C:5]1[N:10]=[C:9]([NH:11][S:12]([C:15]2[S:19][C:18]3[CH:20]=[CH:21][C:22]([C:2]#[N:3])=[CH:23][C:17]=3[C:16]=2[CH3:25])(=[O:13])=[O:14])[CH:8]=[CH:7][CH:6]=1. (5) Given the reactants [Cl:1][C:2]1[CH:7]=[CH:6][C:5]([C:8]2[CH:13]=[CH:12][C:11]([C:14]([NH:16][CH2:17][CH2:18][O:19][C:20]3[CH:25]=[CH:24][C:23]([CH2:26][CH:27]([O:33][C:34]4[CH:39]=[CH:38][CH:37]=[CH:36][CH:35]=4)[C:28]([O:30]CC)=[O:29])=[CH:22][CH:21]=3)=[O:15])=[CH:10][CH:9]=2)=[CH:4][CH:3]=1.[OH-].[Na+], predict the reaction product. The product is: [Cl:1][C:2]1[CH:7]=[CH:6][C:5]([C:8]2[CH:13]=[CH:12][C:11]([C:14]([NH:16][CH2:17][CH2:18][O:19][C:20]3[CH:25]=[CH:24][C:23]([CH2:26][CH:27]([O:33][C:34]4[CH:35]=[CH:36][CH:37]=[CH:38][CH:39]=4)[C:28]([OH:30])=[O:29])=[CH:22][CH:21]=3)=[O:15])=[CH:10][CH:9]=2)=[CH:4][CH:3]=1. (6) Given the reactants [CH3:1][C:2]1[C:6]([C:7]2[C:16]3[O:15][CH2:14][C@H:13]([C:17]4[CH:22]=[CH:21][CH:20]=[CH:19][N:18]=4)[N:12]4[C:23](=[O:25])[NH:24][C:10]([C:11]=34)=[CH:9][CH:8]=2)=[C:5]([CH3:26])[O:4][N:3]=1.[Br:27]N1C(=O)CCC1=O, predict the reaction product. The product is: [Br:27][C:9]1[CH:8]=[C:7]([C:6]2[C:2]([CH3:1])=[N:3][O:4][C:5]=2[CH3:26])[C:16]2[O:15][CH2:14][C@H:13]([C:17]3[CH:22]=[CH:21][CH:20]=[CH:19][N:18]=3)[N:12]3[C:23](=[O:25])[NH:24][C:10]=1[C:11]=23. (7) Given the reactants [CH2:1]([C@@H:3]1[CH2:7][C@H:6]([CH2:8][CH2:9][OH:10])[CH2:5][C@@H:4]1[C:11]([O:13][CH2:14][CH3:15])=[O:12])[CH3:2].[CH3:16][S:17](Cl)(=[O:19])=[O:18].CCCCCCC.P(=O)(O)(O)O, predict the reaction product. The product is: [CH2:1]([CH:3]1[CH2:7][CH:6]([CH2:8][CH2:9][O:10][S:17]([CH3:16])(=[O:19])=[O:18])[CH2:5][CH:4]1[C:11]([O:13][CH2:14][CH3:15])=[O:12])[CH3:2].